Predict which catalyst facilitates the given reaction. From a dataset of Catalyst prediction with 721,799 reactions and 888 catalyst types from USPTO. (1) Reactant: [N+:1]([C:4]1[CH:5]=[C:6]([CH:10]=[C:11]([C:13]([F:16])([F:15])[F:14])[CH:12]=1)[C:7](O)=[O:8])([O-:3])=[O:2].Cl.[CH3:18][NH:19][O:20][CH3:21].C1C=CC2N(O)N=NC=2C=1.CCN=C=NCCCN(C)C.Cl. Product: [CH3:21][O:20][N:19]([CH3:18])[C:7](=[O:8])[C:6]1[CH:10]=[C:11]([C:13]([F:16])([F:15])[F:14])[CH:12]=[C:4]([N+:1]([O-:3])=[O:2])[CH:5]=1. The catalyst class is: 851. (2) Reactant: [Br:1][C:2]1[CH:11]=[C:10]2[C:5]([C:6](=[O:14])[C:7]([CH3:13])([CH3:12])[CH2:8][O:9]2)=[CH:4][CH:3]=1.[BH4-].[K+]. Product: [Br:1][C:2]1[CH:11]=[C:10]2[C:5]([CH:6]([OH:14])[C:7]([CH3:12])([CH3:13])[CH2:8][O:9]2)=[CH:4][CH:3]=1. The catalyst class is: 5. (3) Reactant: [F:1][C:2]1[CH:8]=[CH:7][C:6]([C:9]([F:12])([F:11])[F:10])=[CH:5][C:3]=1[NH2:4].N1C=CC=CC=1.Cl[C:20]([O:22][C:23]1[CH:28]=[CH:27][CH:26]=[CH:25][CH:24]=1)=[O:21]. Product: [F:1][C:2]1[CH:8]=[CH:7][C:6]([C:9]([F:10])([F:11])[F:12])=[CH:5][C:3]=1[NH:4][C:20](=[O:21])[O:22][C:23]1[CH:28]=[CH:27][CH:26]=[CH:25][CH:24]=1. The catalyst class is: 1. (4) Reactant: C[O:2][C:3]([CH:5]1[CH2:9][CH:8]([O:10][C:11]2[C:12]3[S:25][CH:24]=[CH:23][C:13]=3[N:14]=[C:15]([C:17]3[N:18]([CH3:22])[N:19]=[CH:20][CH:21]=3)[N:16]=2)[CH2:7][N:6]1[C:26](=[O:43])[CH:27]([NH:35][C:36]([O:38][C:39]([CH3:42])([CH3:41])[CH3:40])=[O:37])[CH2:28][CH2:29][CH2:30][CH2:31][CH2:32][CH:33]=[CH2:34])=[O:4].C[Si](C)(C)[O-].[K+:49]. Product: [K+:49].[C:39]([O:38][C:36]([NH:35][CH:27]([CH2:28][CH2:29][CH2:30][CH2:31][CH2:32][CH:33]=[CH2:34])[C:26]([N:6]1[CH2:7][CH:8]([O:10][C:11]2[C:12]3[S:25][CH:24]=[CH:23][C:13]=3[N:14]=[C:15]([C:17]3[N:18]([CH3:22])[N:19]=[CH:20][CH:21]=3)[N:16]=2)[CH2:9][CH:5]1[C:3]([O-:4])=[O:2])=[O:43])=[O:37])([CH3:42])([CH3:41])[CH3:40]. The catalyst class is: 28.